Dataset: Catalyst prediction with 721,799 reactions and 888 catalyst types from USPTO. Task: Predict which catalyst facilitates the given reaction. Reactant: [NH2:1][C:2]1[N:3]=[C:4]([Cl:23])[C:5]2[CH2:10][C:9](=[O:11])[N:8]([CH2:12][C:13]3[C:18]([CH3:19])=[C:17]([O:20][CH3:21])[C:16]([CH3:22])=[CH:15][N:14]=3)[C:6]=2[N:7]=1.[CH:24]([C:26]1[NH:30][C:29]([C:31]([OH:33])=[O:32])=[CH:28][CH:27]=1)=O.N1CCCCC1. Product: [NH2:1][C:2]1[N:3]=[C:4]([Cl:23])[C:5]2=[C:6]([N:8]([CH2:12][C:13]3[C:18]([CH3:19])=[C:17]([O:20][CH3:21])[C:16]([CH3:22])=[CH:15][N:14]=3)[C:9](=[O:11])/[C:10]/2=[CH:24]\[C:26]2[NH:30][C:29]([C:31]([OH:33])=[O:32])=[CH:28][CH:27]=2)[N:7]=1. The catalyst class is: 14.